This data is from Catalyst prediction with 721,799 reactions and 888 catalyst types from USPTO. The task is: Predict which catalyst facilitates the given reaction. (1) Reactant: [CH3:1][O:2][C:3]1[CH:4]=[C:5]([CH:9]=[CH:10][C:11]=1[N+:12]([O-:14])=[O:13])[C:6](Cl)=[O:7].[CH2:15]([N:22]1[CH2:26][CH2:25][C@H:24]([OH:27])[CH2:23]1)[C:16]1[CH:21]=[CH:20][CH:19]=[CH:18][CH:17]=1.N1C=CC=CC=1. Product: [CH2:15]([N:22]1[CH2:26][CH2:25][C@H:24]([O:27][C:6](=[O:7])[C:5]2[CH:9]=[CH:10][C:11]([N+:12]([O-:14])=[O:13])=[C:3]([O:2][CH3:1])[CH:4]=2)[CH2:23]1)[C:16]1[CH:17]=[CH:18][CH:19]=[CH:20][CH:21]=1. The catalyst class is: 326. (2) Reactant: [CH3:1][O:2][C:3]1[CH:4]=[C:5]([CH:10]=[C:11]([N+:13]([O-:15])=[O:14])[CH:12]=1)[C:6]([O:8]C)=[O:7].[OH-].[Na+]. Product: [CH3:1][O:2][C:3]1[CH:4]=[C:5]([CH:10]=[C:11]([N+:13]([O-:15])=[O:14])[CH:12]=1)[C:6]([OH:8])=[O:7]. The catalyst class is: 1. (3) Reactant: [F:1][C:2]1[CH:3]=[CH:4][C:5]([NH:11][CH2:12][CH2:13][C:14]([F:17])([F:16])[F:15])=[C:6]([CH:10]=1)[C:7]([OH:9])=O.CCN=C=NCCCN(C)C.C1C=CC2N(O)N=NC=2C=1.CCN(C(C)C)C(C)C.[CH3:48][C:49]([NH2:53])([C:51]#[CH:52])[CH3:50]. Product: [F:1][C:2]1[CH:3]=[CH:4][C:5]([NH:11][CH2:12][CH2:13][C:14]([F:17])([F:16])[F:15])=[C:6]([CH:10]=1)[C:7]([NH:53][C:49]([CH3:50])([C:51]#[CH:52])[CH3:48])=[O:9]. The catalyst class is: 2. (4) Reactant: [Al+3].[Cl-].[Cl-].[Cl-].[C:5]1([O:11][CH3:12])[CH:10]=[CH:9][CH:8]=[CH:7][CH:6]=1.[Br:13][CH:14]([CH3:18])[C:15](Cl)=[O:16]. Product: [Br:13][CH:14]([CH3:18])[C:15]([C:8]1[CH:9]=[CH:10][C:5]([O:11][CH3:12])=[CH:6][CH:7]=1)=[O:16]. The catalyst class is: 2. (5) Reactant: [CH3:1][O:2][CH2:3][CH2:4][NH:5][CH3:6].[C:7](Cl)(=[O:12])[O:8][CH:9]([Cl:11])[CH3:10].N1C=CC=CC=1. Product: [Cl:11][CH:9]([O:8][C:7](=[O:12])[N:5]([CH2:4][CH2:3][O:2][CH3:1])[CH3:6])[CH3:10]. The catalyst class is: 2.